From a dataset of NCI-60 drug combinations with 297,098 pairs across 59 cell lines. Regression. Given two drug SMILES strings and cell line genomic features, predict the synergy score measuring deviation from expected non-interaction effect. (1) Drug 1: CN(C)N=NC1=C(NC=N1)C(=O)N. Drug 2: CC12CCC3C(C1CCC2O)C(CC4=C3C=CC(=C4)O)CCCCCCCCCS(=O)CCCC(C(F)(F)F)(F)F. Cell line: T-47D. Synergy scores: CSS=13.2, Synergy_ZIP=-1.93, Synergy_Bliss=-3.45, Synergy_Loewe=-5.92, Synergy_HSA=-3.23. (2) Drug 1: CC1OCC2C(O1)C(C(C(O2)OC3C4COC(=O)C4C(C5=CC6=C(C=C35)OCO6)C7=CC(=C(C(=C7)OC)O)OC)O)O. Drug 2: CC1C(C(CC(O1)OC2CC(OC(C2O)C)OC3=CC4=CC5=C(C(=O)C(C(C5)C(C(=O)C(C(C)O)O)OC)OC6CC(C(C(O6)C)O)OC7CC(C(C(O7)C)O)OC8CC(C(C(O8)C)O)(C)O)C(=C4C(=C3C)O)O)O)O. Cell line: EKVX. Synergy scores: CSS=23.7, Synergy_ZIP=2.20, Synergy_Bliss=3.37, Synergy_Loewe=6.78, Synergy_HSA=5.07. (3) Drug 1: CC1OCC2C(O1)C(C(C(O2)OC3C4COC(=O)C4C(C5=CC6=C(C=C35)OCO6)C7=CC(=C(C(=C7)OC)O)OC)O)O. Drug 2: C1=C(C(=O)NC(=O)N1)F. Cell line: HL-60(TB). Synergy scores: CSS=93.2, Synergy_ZIP=9.50, Synergy_Bliss=8.46, Synergy_Loewe=11.7, Synergy_HSA=13.8. (4) Drug 1: C#CCC(CC1=CN=C2C(=N1)C(=NC(=N2)N)N)C3=CC=C(C=C3)C(=O)NC(CCC(=O)O)C(=O)O. Drug 2: CC1=C(C(=O)C2=C(C1=O)N3CC4C(C3(C2COC(=O)N)OC)N4)N. Cell line: M14. Synergy scores: CSS=50.3, Synergy_ZIP=-5.50, Synergy_Bliss=-7.98, Synergy_Loewe=-4.47, Synergy_HSA=-4.99. (5) Cell line: NCI-H322M. Drug 2: CS(=O)(=O)CCNCC1=CC=C(O1)C2=CC3=C(C=C2)N=CN=C3NC4=CC(=C(C=C4)OCC5=CC(=CC=C5)F)Cl. Synergy scores: CSS=49.8, Synergy_ZIP=2.88, Synergy_Bliss=2.77, Synergy_Loewe=2.78, Synergy_HSA=5.62. Drug 1: C1=NC2=C(N1)C(=S)N=C(N2)N.